Dataset: Peptide-MHC class I binding affinity with 185,985 pairs from IEDB/IMGT. Task: Regression. Given a peptide amino acid sequence and an MHC pseudo amino acid sequence, predict their binding affinity value. This is MHC class I binding data. The peptide sequence is KYKLKHIVW. The MHC is HLA-B53:01 with pseudo-sequence HLA-B53:01. The binding affinity (normalized) is 0.